Task: Predict the reactants needed to synthesize the given product.. Dataset: Full USPTO retrosynthesis dataset with 1.9M reactions from patents (1976-2016) (1) Given the product [CH3:1][C:2]1[NH:3][C:4]2[C:9]([C:10]=1[CH3:11])=[CH:8][C:7]([NH:12][C:13]1[C:22]3[C:17](=[CH:18][C:19]([O:25][CH2:35][CH2:34][N:27]([CH3:26])[C:28]4[CH:33]=[CH:32][N:31]=[N:30][CH:29]=4)=[C:20]([O:23][CH3:24])[CH:21]=3)[N:16]=[CH:15][N:14]=1)=[CH:6][CH:5]=2, predict the reactants needed to synthesize it. The reactants are: [CH3:1][C:2]1[NH:3][C:4]2[C:9]([C:10]=1[CH3:11])=[CH:8][C:7]([NH:12][C:13]1[C:22]3[C:17](=[CH:18][C:19]([OH:25])=[C:20]([O:23][CH3:24])[CH:21]=3)[N:16]=[CH:15][N:14]=1)=[CH:6][CH:5]=2.[CH3:26][N:27]([CH2:34][CH2:35]O)[C:28]1[CH:33]=[CH:32][N:31]=[N:30][CH:29]=1. (2) The reactants are: [F:1][C:2]1[CH:7]=[C:6]([F:8])[CH:5]=[CH:4][C:3]=1[NH:9][CH:10]1[CH2:15][CH2:14][N:13](C(OC(C)(C)C)=O)[CH2:12][CH2:11]1.[C:23]([OH:29])([C:25]([F:28])([F:27])[F:26])=[O:24]. Given the product [F:26][C:25]([F:28])([F:27])[C:23]([OH:29])=[O:24].[F:26][C:25]([F:28])([F:27])[C:23]([OH:29])=[O:24].[F:1][C:2]1[CH:7]=[C:6]([F:8])[CH:5]=[CH:4][C:3]=1[NH:9][CH:10]1[CH2:15][CH2:14][NH:13][CH2:12][CH2:11]1, predict the reactants needed to synthesize it.